From a dataset of Catalyst prediction with 721,799 reactions and 888 catalyst types from USPTO. Predict which catalyst facilitates the given reaction. Reactant: Cl[C:2]1[N:7]=[CH:6][C:5]([CH2:8][N:9]2[CH:14]=[C:13]([C:15]3[O:19][N:18]=[C:17]([C:20]4[CH:25]=[CH:24][C:23]([C:26]([CH3:32])([CH3:31])[C:27]([F:30])([F:29])[F:28])=[CH:22][CH:21]=4)[N:16]=3)[CH:12]=[CH:11][C:10]2=[O:33])=[CH:4][CH:3]=1.[CH2:34]([NH2:36])[CH3:35]. Product: [CH2:34]([NH:36][C:2]1[N:7]=[CH:6][C:5]([CH2:8][N:9]2[CH:14]=[C:13]([C:15]3[O:19][N:18]=[C:17]([C:20]4[CH:25]=[CH:24][C:23]([C:26]([CH3:32])([CH3:31])[C:27]([F:30])([F:29])[F:28])=[CH:22][CH:21]=4)[N:16]=3)[CH:12]=[CH:11][C:10]2=[O:33])=[CH:4][CH:3]=1)[CH3:35]. The catalyst class is: 6.